From a dataset of NCI-60 drug combinations with 297,098 pairs across 59 cell lines. Regression. Given two drug SMILES strings and cell line genomic features, predict the synergy score measuring deviation from expected non-interaction effect. (1) Drug 1: C1CCC(C(C1)N)N.C(=O)(C(=O)[O-])[O-].[Pt+4]. Drug 2: CC(C)CN1C=NC2=C1C3=CC=CC=C3N=C2N. Cell line: SR. Synergy scores: CSS=67.5, Synergy_ZIP=-3.61, Synergy_Bliss=-5.90, Synergy_Loewe=-5.53, Synergy_HSA=-4.04. (2) Drug 1: CC1=C(C(=CC=C1)Cl)NC(=O)C2=CN=C(S2)NC3=CC(=NC(=N3)C)N4CCN(CC4)CCO. Drug 2: C1=NC2=C(N1)C(=S)N=CN2. Cell line: SNB-19. Synergy scores: CSS=-3.94, Synergy_ZIP=14.3, Synergy_Bliss=17.7, Synergy_Loewe=-3.88, Synergy_HSA=-1.27. (3) Drug 1: C1=C(C(=O)NC(=O)N1)N(CCCl)CCCl. Drug 2: C1C(C(OC1N2C=C(C(=O)NC2=O)F)CO)O. Cell line: RXF 393. Synergy scores: CSS=30.8, Synergy_ZIP=-6.93, Synergy_Bliss=-2.06, Synergy_Loewe=1.41, Synergy_HSA=2.22. (4) Drug 1: C1CC(C1)(C(=O)O)C(=O)O.[NH2-].[NH2-].[Pt+2]. Drug 2: CC1=C(C=C(C=C1)C(=O)NC2=CC(=CC(=C2)C(F)(F)F)N3C=C(N=C3)C)NC4=NC=CC(=N4)C5=CN=CC=C5. Cell line: IGROV1. Synergy scores: CSS=1.49, Synergy_ZIP=-1.31, Synergy_Bliss=-0.889, Synergy_Loewe=-1.95, Synergy_HSA=-1.63. (5) Drug 1: CNC(=O)C1=CC=CC=C1SC2=CC3=C(C=C2)C(=NN3)C=CC4=CC=CC=N4. Drug 2: CCCS(=O)(=O)NC1=C(C(=C(C=C1)F)C(=O)C2=CNC3=C2C=C(C=N3)C4=CC=C(C=C4)Cl)F. Cell line: M14. Synergy scores: CSS=39.4, Synergy_ZIP=3.36, Synergy_Bliss=1.60, Synergy_Loewe=-12.5, Synergy_HSA=-0.775.